From a dataset of Forward reaction prediction with 1.9M reactions from USPTO patents (1976-2016). Predict the product of the given reaction. Given the reactants [F:1][C:2]([F:15])([F:14])[C:3]([NH:5][CH2:6][CH2:7][CH2:8][CH2:9][CH2:10][C:11](Cl)=[O:12])=[O:4].[CH:16]1[C:27]2[CH:26]=[CH:25][C:24]3[CH:28]=[CH:29][CH:30]=[CH:31][C:23]=3[CH2:22][NH:21][C:20]=2[CH:19]=[CH:18][CH:17]=1.N1C=CC=CC=1, predict the reaction product. The product is: [CH:16]1[C:27]2[CH:26]=[CH:25][C:24]3[CH:28]=[CH:29][CH:30]=[CH:31][C:23]=3[CH2:22][N:21]([C:11](=[O:12])[CH2:10][CH2:9][CH2:8][CH2:7][CH2:6][NH:5][C:3](=[O:4])[C:2]([F:15])([F:14])[F:1])[C:20]=2[CH:19]=[CH:18][CH:17]=1.